Dataset: Retrosynthesis with 50K atom-mapped reactions and 10 reaction types from USPTO. Task: Predict the reactants needed to synthesize the given product. (1) Given the product C=CCn1nc(-c2ccc(OC)cc2)c2cccc(C)c21, predict the reactants needed to synthesize it. The reactants are: C=CCBr.COc1ccc(-c2n[nH]c3c(C)cccc23)cc1. (2) Given the product COC(=O)CCCCCCCNC(=O)C=C1c2ccccc2-c2ccccc21, predict the reactants needed to synthesize it. The reactants are: COC(=O)CCCCCCCN.O=C(O)C=C1c2ccccc2-c2ccccc21. (3) Given the product COC(CN(C(=O)Nc1cc2c(OCCC3CCCCN3C(=O)OCC[Si](C)(C)C)c(-c3cc(C)cc(C)c3)c(=O)[nH]c2cc1Cl)c1cnccn1)OC, predict the reactants needed to synthesize it. The reactants are: COC(CNc1cnccn1)OC.Cc1cc(C)cc(-c2c(OCCC3CCCCN3C(=O)OCC[Si](C)(C)C)c3cc(N=C=O)c(Cl)cc3[nH]c2=O)c1.